This data is from Catalyst prediction with 721,799 reactions and 888 catalyst types from USPTO. The task is: Predict which catalyst facilitates the given reaction. (1) Reactant: [CH:1]([N:4]1[C:8](=[O:9])[O:7][C:6]([C:10]2[C:14]([CH3:15])=[C:13]([NH:16][C:17](=[O:25])OC3C=CC=CC=3)[N:12]([C:26]3[CH:31]=[CH:30][CH:29]=[CH:28][CH:27]=3)[N:11]=2)=[N:5]1)([CH3:3])[CH3:2].Cl.Cl.[F:34][C:35]1[CH:36]=[C:37]([C@@H:42]2[CH2:46][N:45]([CH2:47][CH2:48][O:49][CH3:50])[CH2:44][C@H:43]2[NH2:51])[CH:38]=[CH:39][C:40]=1[F:41].CCN(C(C)C)C(C)C. Product: [F:34][C:35]1[CH:36]=[C:37]([C@@H:42]2[CH2:46][N:45]([CH2:47][CH2:48][O:49][CH3:50])[CH2:44][C@H:43]2[NH:51][C:17]([NH:16][C:13]2[N:12]([C:26]3[CH:31]=[CH:30][CH:29]=[CH:28][CH:27]=3)[N:11]=[C:10]([C:6]3[O:7][C:8](=[O:9])[N:4]([CH:1]([CH3:3])[CH3:2])[N:5]=3)[C:14]=2[CH3:15])=[O:25])[CH:38]=[CH:39][C:40]=1[F:41]. The catalyst class is: 2. (2) Reactant: Cl[C:2]1[CH:3]=[C:4]([C:8]2[N:9]=[CH:10][N:11]([C:13]3[C:18]([CH3:19])=[CH:17][CH:16]=[CH:15][C:14]=3[CH3:20])[CH:12]=2)[CH:5]=[CH:6][CH:7]=1.[NH2:21][C:22]1[CH:27]=[CH:26][CH:25]=[CH:24][CH:23]=1.CC(C)([O-])C.[Na+].C1(P(C2CCCCC2)C2C=CC=CC=2C2C(OC)=CC=CC=2OC)CCCCC1. Product: [CH3:20][C:14]1[CH:15]=[CH:16][CH:17]=[C:18]([CH3:19])[C:13]=1[N:11]1[CH:12]=[C:8]([C:4]2[CH:3]=[C:2]([CH:7]=[CH:6][CH:5]=2)[NH:21][C:22]2[CH:27]=[CH:26][CH:25]=[CH:24][CH:23]=2)[N:9]=[CH:10]1. The catalyst class is: 101. (3) Reactant: CCN(CCNC1C=CC2N=CN3C4C=CC(OC)=CC=4C(=O)C=1C=23)CC.[CH2:28]1[CH2:69][N:68]2[C:31]3[C:32]([CH2:65][CH2:66][CH2:67]2)=[C:33]2[O:47][C:46]4[C:37]([CH:38]=[C:39]5[C:44]6[C:45]=4[CH2:48][CH2:49][CH2:50][N+:43]=6[CH2:42][CH2:41][CH2:40]5)=[C:36]([C:51]4[CH:56]=[CH:55][C:54]([S:57]([Cl:60])(=[O:59])=[O:58])=[CH:53][C:52]=4[S:61]([O-:64])(=[O:63])=[O:62])[C:34]2=[CH:35][C:30]=3[CH2:29]1.[CH3:70][C@@H:71]1[NH:97][C:95](=[O:96])[C@H:94]2[N:90]([CH2:91][C@@H:92]([OH:98])[CH2:93]2)[C:88](=[O:89])[C@@H:87]2[NH:99][C:100]([C@H:102]([C@H:121]([OH:123])[CH3:122])[NH:103][C:104]([C@H:106]([CH3:120])[NH:107][C:108]([C@H:110]([CH2:114][C@@:115]([OH:119])([CH2:117][OH:118])[CH3:116])[NH:111][C:112](=[O:113])[C@H:75]([C:76]3[C:77]4[CH:78]=[CH:79][CH:80]=[CH:81][C:82]=4[NH:83][C:84]=3[S:85][CH2:86]2)[NH:74][C:72]1=[O:73])=[O:109])=[O:105])=[O:101]. Product: [CH2:41]1[CH2:42][N:43]2[C:44]3[C:45]([CH2:48][CH2:49][CH2:50]2)=[C:46]2[O:47][C:33]4[C:34]([CH:35]=[C:30]5[C:31]6[C:32]=4[CH2:65][CH2:66][CH2:67][N+:68]=6[CH2:69][CH2:28][CH2:29]5)=[C:36]([C:51]4[CH:56]=[CH:55][C:54]([S:57]([Cl:60])(=[O:58])=[O:59])=[CH:53][C:52]=4[S:61]([O-:64])(=[O:63])=[O:62])[C:37]2=[CH:38][C:39]=3[CH2:40]1.[CH3:70][C@@H:71]1[NH:97][C:95](=[O:96])[C@H:94]2[N:90]([CH2:91][C@@H:92]([OH:98])[CH2:93]2)[C:88](=[O:89])[C@@H:87]2[NH:99][C:100]([C@H:102]([C@H:121]([OH:123])[CH3:122])[NH:103][C:104]([C@H:106]([CH3:120])[NH:107][C:108]([C@H:110]([CH2:114][C@@:115]([OH:119])([CH2:117][OH:118])[CH3:116])[NH:111][C:112](=[O:113])[C@H:75]([C:76]3[C:77]4[CH:78]=[CH:79][CH:80]=[CH:81][C:82]=4[NH:83][C:84]=3[S:85][CH2:86]2)[NH:74][C:72]1=[O:73])=[O:109])=[O:105])=[O:101]. The catalyst class is: 28.